Dataset: Reaction yield outcomes from USPTO patents with 853,638 reactions. Task: Predict the reaction yield, written as a fraction of the theoretical maximum amount of product (1.0 means a 100% yield; for example, 0.34 means a 34% yield). (1) The reactants are [C:1]([O:5][C:6]([NH:8][C:9]([NH2:11])=[S:10])=[O:7])([CH3:4])([CH3:3])[CH3:2].Br[CH2:13][C:14](=O)[S:15][CH3:16]. The catalyst is C(O)C. The product is [CH3:16][S:15][C:14]1[N:11]=[C:9]([NH:8][C:6](=[O:7])[O:5][C:1]([CH3:4])([CH3:2])[CH3:3])[S:10][CH:13]=1. The yield is 0.500. (2) The reactants are [CH3:1][C:2]1[N:6]([CH2:7][CH2:8][C:9]2[CH:14]=[CH:13][C:12]([O:15][CH2:16][CH2:17][CH2:18][CH2:19][CH2:20][CH2:21][C:22]3[CH:27]=[CH:26][CH:25]=[CH:24][CH:23]=3)=[CH:11][CH:10]=2)[C:5]([C:28]2[CH:47]=[CH:46][C:31]([O:32][C@H:33]([CH2:39][C:40]3[CH:45]=[CH:44][CH:43]=[CH:42][CH:41]=3)[C:34]([O:36]CC)=[O:35])=[CH:30][CH:29]=2)=[CH:4][CH:3]=1.[OH-].[K+].Cl. The catalyst is C1COCC1.CO. The product is [CH3:1][C:2]1[N:6]([CH2:7][CH2:8][C:9]2[CH:10]=[CH:11][C:12]([O:15][CH2:16][CH2:17][CH2:18][CH2:19][CH2:20][CH2:21][C:22]3[CH:27]=[CH:26][CH:25]=[CH:24][CH:23]=3)=[CH:13][CH:14]=2)[C:5]([C:28]2[CH:29]=[CH:30][C:31]([O:32][C@H:33]([CH2:39][C:40]3[CH:41]=[CH:42][CH:43]=[CH:44][CH:45]=3)[C:34]([OH:36])=[O:35])=[CH:46][CH:47]=2)=[CH:4][CH:3]=1. The yield is 0.771. (3) The reactants are O[Li].O.C[O:5][C:6](=[O:21])[C:7]1[CH:12]=[C:11]([C:13]2[CH:18]=[CH:17][C:16]([CH3:19])=[CH:15][N:14]=2)[CH:10]=[C:9]([I:20])[CH:8]=1. The catalyst is O.C1COCC1. The product is [I:20][C:9]1[CH:8]=[C:7]([CH:12]=[C:11]([C:13]2[CH:18]=[CH:17][C:16]([CH3:19])=[CH:15][N:14]=2)[CH:10]=1)[C:6]([OH:21])=[O:5]. The yield is 0.950. (4) The reactants are Cl.Cl.Cl.Cl.[NH2:5][CH2:6][CH2:7][CH2:8][S:9][CH2:10][CH2:11][O:12][C@@H:13]1[C@@H:21]([O:22][CH2:23][CH2:24][S:25][CH2:26][CH2:27][CH2:28][NH2:29])[C@@H:20]([O:30][CH2:31][CH2:32][S:33][CH2:34][CH2:35][CH2:36][NH2:37])[C@@H:19]([CH2:38][O:39][CH2:40][CH2:41][S:42][CH2:43][CH2:44][CH2:45][NH2:46])[O:18][C@@H:14]1[O:15][CH2:16][CH3:17].COC([C:51]1[C:52](N[C:55](=[O:57])[CH:56]=1)=[O:53])=O. The catalyst is C([O-])(O)=O.[Na+].O.C(#N)C.C(Cl)Cl. The product is [C:19]1(=[O:18])[N:5]([CH2:6][CH2:7][CH2:8][S:9][CH2:10][CH2:11][O:12][C@@H:13]2[C@@H:21]([O:22][CH2:23][CH2:24][S:25][CH2:26][CH2:27][CH2:28][N:29]3[C:52](=[O:53])[CH:51]=[CH:56][C:55]3=[O:57])[C@@H:20]([O:30][CH2:31][CH2:32][S:33][CH2:34][CH2:35][CH2:36][N:37]3[C:52](=[O:53])[CH:51]=[CH:56][C:55]3=[O:57])[C@@H:19]([CH2:38][O:39][CH2:40][CH2:41][S:42][CH2:43][CH2:44][CH2:45][N:46]3[C:52](=[O:53])[CH:51]=[CH:56][C:55]3=[O:57])[O:18][C@@H:14]2[O:15][CH2:16][CH3:17])[C:13](=[O:12])[CH:21]=[CH:20]1. The yield is 0.710. (5) The catalyst is O. The product is [CH3:33][O:32][C:11]1[CH:12]=[C:13]2[C:18](=[CH:19][C:10]=1[O:9][CH2:8][CH2:7][N:40]1[CH2:45][CH2:44][CH2:43][CH:42]([C:46]([O:48][CH2:49][CH3:50])=[O:47])[CH2:41]1)[N:17]=[CH:16][CH:15]=[C:14]2[O:20][C:21]1[C:22]([CH3:31])=[N:23][C:24]2[C:29]([CH:30]=1)=[CH:28][CH:27]=[CH:26][CH:25]=2. The reactants are CN(C)C=O.Cl[CH2:7][CH2:8][O:9][C:10]1[CH:19]=[C:18]2[C:13]([C:14]([O:20][C:21]3[C:22]([CH3:31])=[N:23][C:24]4[C:29]([CH:30]=3)=[CH:28][CH:27]=[CH:26][CH:25]=4)=[CH:15][CH:16]=[N:17]2)=[CH:12][C:11]=1[O:32][CH3:33].C(=O)([O-])[O-].[K+].[K+].[NH:40]1[CH2:45][CH2:44][CH2:43][CH:42]([C:46]([O:48][CH2:49][CH3:50])=[O:47])[CH2:41]1. The yield is 0.540.